The task is: Predict the reactants needed to synthesize the given product.. This data is from Full USPTO retrosynthesis dataset with 1.9M reactions from patents (1976-2016). The reactants are: [CH3:1][O:2][C:3]1[CH:8]=[CH:7][CH:6]=[CH:5][C:4]=1[S:9](Cl)(=[O:11])=[O:10].C12(C[NH2:24])CC3CC(CC(C3)C1)C2.C(N(C(C)C)CC)(C)C. Given the product [CH3:1][O:2][C:3]1[CH:8]=[CH:7][CH:6]=[CH:5][C:4]=1[S:9]([NH2:24])(=[O:11])=[O:10], predict the reactants needed to synthesize it.